This data is from Full USPTO retrosynthesis dataset with 1.9M reactions from patents (1976-2016). The task is: Predict the reactants needed to synthesize the given product. (1) Given the product [CH2:1]([O:8][C:9]1[CH:24]=[CH:23][C:22]([C:25]2[O:26][C:27]3[C:32]([C:33](=[O:43])[C:34]=2[O:35][CH2:36][C:37]2[CH:38]=[CH:39][CH:40]=[CH:41][CH:42]=2)=[CH:31][CH:30]=[CH:29][CH:28]=3)=[CH:21][C:10]=1[O:11][CH2:12][P:13](=[O:14])([OH:17])[OH:20])[C:2]1[CH:3]=[CH:4][CH:5]=[CH:6][CH:7]=1, predict the reactants needed to synthesize it. The reactants are: [CH2:1]([O:8][C:9]1[CH:24]=[CH:23][C:22]([C:25]2[O:26][C:27]3[C:32]([C:33](=[O:43])[C:34]=2[O:35][CH2:36][C:37]2[CH:42]=[CH:41][CH:40]=[CH:39][CH:38]=2)=[CH:31][CH:30]=[CH:29][CH:28]=3)=[CH:21][C:10]=1[O:11][CH2:12][P:13](=[O:20])([O:17]CC)[O:14]CC)[C:2]1[CH:7]=[CH:6][CH:5]=[CH:4][CH:3]=1.C[Si](Br)(C)C.CO. (2) Given the product [CH3:14][C:11]1[CH:12]=[CH:13][C:8]([CH2:7][C:4]2[S:3][C:2]([N:15]3[CH2:19][CH2:18][C@H:17]([NH:20][C:21](=[O:27])[O:22][C:23]([CH3:25])([CH3:24])[CH3:26])[CH2:16]3)=[N:6][N:5]=2)=[CH:9][CH:10]=1, predict the reactants needed to synthesize it. The reactants are: Cl[C:2]1[S:3][C:4]([CH2:7][C:8]2[CH:13]=[CH:12][C:11]([CH3:14])=[CH:10][CH:9]=2)=[N:5][N:6]=1.[NH:15]1[CH2:19][CH2:18][C@H:17]([NH:20][C:21](=[O:27])[O:22][C:23]([CH3:26])([CH3:25])[CH3:24])[CH2:16]1.CCN(C(C)C)C(C)C. (3) The reactants are: [S:1]1[CH:5]=[CH:4][C:3]2[C:6](=O)[CH2:7][CH2:8][C:2]1=2.Cl.[NH2:11][OH:12]. Given the product [S:1]1[CH:5]=[CH:4][C:3]2[C:6](=[N:11][OH:12])[CH2:7][CH2:8][C:2]1=2, predict the reactants needed to synthesize it.